The task is: Predict the reactants needed to synthesize the given product.. This data is from Full USPTO retrosynthesis dataset with 1.9M reactions from patents (1976-2016). (1) Given the product [F:28][C:29]([F:34])([F:33])[C:30]([OH:32])=[O:31].[NH2:11][C@@H:6]1[CH2:7][C@H:8]2[N:4]([C@H:3]([C:1]#[N:2])[CH2:10][CH2:9]2)[C:5]1=[O:19], predict the reactants needed to synthesize it. The reactants are: [C:1]([C@@H:3]1[CH2:10][CH2:9][C@@H:8]2[N:4]1[C:5](=[O:19])[C@H:6]([NH:11]C(=O)OC(C)(C)C)[CH2:7]2)#[N:2].C1(SC)C=CC=CC=1.[F:28][C:29]([F:34])([F:33])[C:30]([OH:32])=[O:31]. (2) Given the product [F:1][C:2]1[C:7]([CH:8]2[CH2:15][CH2:9][CH2:10][C:11](=[O:14])[CH2:12][CH2:13]2)=[CH:6][CH:5]=[CH:4][N:3]=1, predict the reactants needed to synthesize it. The reactants are: [F:1][C:2]1[C:7]([CH:8]2[CH2:13][CH2:12][C:11](=[O:14])[CH2:10][CH2:9]2)=[CH:6][CH:5]=[CH:4][N:3]=1.[CH3:15][Si](C=[N+]=[N-])(C)C.O.